This data is from Full USPTO retrosynthesis dataset with 1.9M reactions from patents (1976-2016). The task is: Predict the reactants needed to synthesize the given product. (1) Given the product [Br:11][C:12]1[CH:21]=[CH:20][C:19]([Cl:22])=[CH:18][C:13]=1[C:14](=[O:16])[CH2:26][CH2:25][C:24]([F:31])([F:30])[F:23], predict the reactants needed to synthesize it. The reactants are: C[Si]([N-][Si](C)(C)C)(C)C.[Na+].[Br:11][C:12]1[CH:21]=[CH:20][C:19]([Cl:22])=[CH:18][C:13]=1[C:14]([O:16]C)=O.[F:23][C:24]([F:31])([F:30])[CH2:25][CH2:26]C(O)=O. (2) Given the product [Cl:1][C:2]1[CH:7]=[CH:6][C:5]([C:8]2([O:28][CH:29]3[CH2:34][CH2:33][CH:32]([OH:35])[CH2:31][CH2:30]3)[C:16]3[C:11](=[CH:12][CH:13]=[CH:14][CH:15]=3)[C:10](=[O:17])[N:9]2[CH2:18][C:19]2[CH:24]=[CH:23][C:22]([N+:25]([O-:27])=[O:26])=[CH:21][CH:20]=2)=[CH:4][CH:3]=1, predict the reactants needed to synthesize it. The reactants are: [Cl:1][C:2]1[CH:7]=[CH:6][C:5]([C:8]2([OH:28])[C:16]3[C:11](=[CH:12][CH:13]=[CH:14][CH:15]=3)[C:10](=[O:17])[N:9]2[CH2:18][C:19]2[CH:24]=[CH:23][C:22]([N+:25]([O-:27])=[O:26])=[CH:21][CH:20]=2)=[CH:4][CH:3]=1.[C@H:29]1(O)[CH2:34][CH2:33][C@H:32]([OH:35])[CH2:31][CH2:30]1. (3) Given the product [CH2:15]([O:1][C:2]1[C:11]([O:12][CH3:13])=[CH:10][CH:9]=[C:8]2[C:3]=1[CH2:4][CH2:5][CH2:6][C:7]2=[O:14])[C:16]1[CH:21]=[CH:20][CH:19]=[CH:18][CH:17]=1, predict the reactants needed to synthesize it. The reactants are: [OH:1][C:2]1[C:11]([O:12][CH3:13])=[CH:10][CH:9]=[C:8]2[C:3]=1[CH2:4][CH2:5][CH2:6][C:7]2=[O:14].[CH2:15](Br)[C:16]1[CH:21]=[CH:20][CH:19]=[CH:18][CH:17]=1.C([O-])([O-])=O.[K+].[K+]. (4) Given the product [F:11]/[C:12](/[C:25]1[CH:29]=[C:28]([CH3:30])[N:27]([CH:31]2[CH2:36][CH2:35][CH2:34][CH2:33][O:32]2)[N:26]=1)=[CH:37]\[C:39]1[CH:40]=[CH:41][C:42]([S:45][C:46]([CH3:55])([CH3:54])[C:47]([O:49][C:50]([CH3:53])([CH3:52])[CH3:51])=[O:48])=[CH:43][CH:44]=1, predict the reactants needed to synthesize it. The reactants are: C[Si](C)(C)[N-][Si](C)(C)C.[Li+].[F:11][CH:12]([C:25]1[CH:29]=[C:28]([CH3:30])[N:27]([CH:31]2[CH2:36][CH2:35][CH2:34][CH2:33][O:32]2)[N:26]=1)S(C1SC2C=CC=CC=2N=1)(=O)=O.[CH:37]([C:39]1[CH:44]=[CH:43][C:42]([S:45][C:46]([CH3:55])([CH3:54])[C:47]([O:49][C:50]([CH3:53])([CH3:52])[CH3:51])=[O:48])=[CH:41][CH:40]=1)=O.[Cl-].[NH4+]. (5) Given the product [CH2:1]([C:3]1[N:4]([C:28]2[CH:33]=[CH:32][C:31]([OH:34])=[CH:30][CH:29]=2)[C:5](=[O:27])[C:6]([CH2:12][C:13]2[CH:18]=[CH:17][C:16]([C:19]3[C:20]([C:25]#[N:26])=[CH:21][CH:22]=[CH:23][CH:24]=3)=[CH:15][CH:14]=2)=[C:7]([CH2:9][CH2:10][CH3:11])[N:8]=1)[CH3:2], predict the reactants needed to synthesize it. The reactants are: [CH2:1]([C:3]1[N:4]([C:28]2[CH:33]=[CH:32][C:31]([O:34]C)=[CH:30][CH:29]=2)[C:5](=[O:27])[C:6]([CH2:12][C:13]2[CH:18]=[CH:17][C:16]([C:19]3[C:20]([C:25]#[N:26])=[CH:21][CH:22]=[CH:23][CH:24]=3)=[CH:15][CH:14]=2)=[C:7]([CH2:9][CH2:10][CH3:11])[N:8]=1)[CH3:2].B(Br)(Br)Br.C(OCC)(=O)C.O.